Task: Regression. Given two drug SMILES strings and cell line genomic features, predict the synergy score measuring deviation from expected non-interaction effect.. Dataset: Merck oncology drug combination screen with 23,052 pairs across 39 cell lines (1) Drug 1: NC1(c2ccc(-c3nc4ccn5c(=O)[nH]nc5c4cc3-c3ccccc3)cc2)CCC1. Drug 2: Cc1nc(Nc2ncc(C(=O)Nc3c(C)cccc3Cl)s2)cc(N2CCN(CCO)CC2)n1. Cell line: COLO320DM. Synergy scores: synergy=15.5. (2) Drug 1: O=P1(N(CCCl)CCCl)NCCCO1. Drug 2: CCN(CC)CCNC(=O)c1c(C)[nH]c(C=C2C(=O)Nc3ccc(F)cc32)c1C. Cell line: UWB1289BRCA1. Synergy scores: synergy=6.85. (3) Drug 1: COc1cccc2c1C(=O)c1c(O)c3c(c(O)c1C2=O)CC(O)(C(=O)CO)CC3OC1CC(N)C(O)C(C)O1. Drug 2: O=C(O)C1(Cc2cccc(Nc3nccs3)n2)CCC(Oc2cccc(Cl)c2F)CC1. Cell line: SW837. Synergy scores: synergy=-7.51. (4) Drug 1: CN1C(=O)C=CC2(C)C3CCC4(C)C(NC(=O)OCC(F)(F)F)CCC4C3CCC12. Drug 2: COC1=C2CC(C)CC(OC)C(O)C(C)C=C(C)C(OC(N)=O)C(OC)C=CC=C(C)C(=O)NC(=CC1=O)C2=O. Cell line: UWB1289BRCA1. Synergy scores: synergy=-44.8.